This data is from Peptide-MHC class II binding affinity with 134,281 pairs from IEDB. The task is: Regression. Given a peptide amino acid sequence and an MHC pseudo amino acid sequence, predict their binding affinity value. This is MHC class II binding data. (1) The peptide sequence is GELQIVDKIDAAIKI. The MHC is DRB1_1501 with pseudo-sequence DRB1_1501. The binding affinity (normalized) is 0.470. (2) The peptide sequence is PRSLFPEFSELFAAF. The MHC is DRB3_0202 with pseudo-sequence DRB3_0202. The binding affinity (normalized) is 0. (3) The peptide sequence is VFGYRKPLDNIKDNV. The MHC is HLA-DQA10301-DQB10302 with pseudo-sequence HLA-DQA10301-DQB10302. The binding affinity (normalized) is 0.